This data is from Full USPTO retrosynthesis dataset with 1.9M reactions from patents (1976-2016). The task is: Predict the reactants needed to synthesize the given product. Given the product [CH:24]([O:27][C:28]1[CH:33]=[CH:32][C:31]([C:2]2[CH:3]=[C:4]3[C:8]4=[C:9]([CH2:11][CH2:12][N:7]4[C@H:6]4[CH2:13][CH2:14][N:15]([C:17]([O:19][C:20]([CH3:23])([CH3:22])[CH3:21])=[O:18])[CH2:16][C@@H:5]34)[CH:10]=2)=[C:30]([C:37]([F:38])([F:39])[F:40])[CH:29]=1)([CH3:26])[CH3:25], predict the reactants needed to synthesize it. The reactants are: Br[C:2]1[CH:3]=[C:4]2[C:8]3=[C:9]([CH2:11][CH2:12][N:7]3[C@H:6]3[CH2:13][CH2:14][N:15]([C:17]([O:19][C:20]([CH3:23])([CH3:22])[CH3:21])=[O:18])[CH2:16][C@@H:5]23)[CH:10]=1.[CH:24]([O:27][C:28]1[CH:33]=[CH:32][C:31](B(O)O)=[C:30]([C:37]([F:40])([F:39])[F:38])[CH:29]=1)([CH3:26])[CH3:25].